Dataset: Reaction yield outcomes from USPTO patents with 853,638 reactions. Task: Predict the reaction yield, written as a fraction of the theoretical maximum amount of product (1.0 means a 100% yield; for example, 0.34 means a 34% yield). (1) The reactants are [Cl:1][C:2]1[C:7]([F:8])=[CH:6][C:5]([OH:9])=[C:4](I)[CH:3]=1.CC1(C)C(C)(C)OB([C:19]2[CH:20]=[N:21][N:22]([C:24]([O:26][C:27]([CH3:30])([CH3:29])[CH3:28])=[O:25])[CH:23]=2)O1. No catalyst specified. The product is [Cl:1][C:2]1[C:7]([F:8])=[CH:6][C:5]([OH:9])=[C:4]([C:19]2[CH:20]=[N:21][N:22]([C:24]([O:26][C:27]([CH3:30])([CH3:29])[CH3:28])=[O:25])[CH:23]=2)[CH:3]=1. The yield is 0.380. (2) The reactants are Br[C:2]1[S:3][C:4]([C:7]([O:9][CH2:10][CH3:11])=[O:8])=[CH:5][N:6]=1.C([O-])([O-])=O.[K+].[K+].[C:18]1([SH:24])[CH:23]=[CH:22][CH:21]=[CH:20][CH:19]=1. The catalyst is CCO. The product is [C:18]1([S:24][C:2]2[S:3][C:4]([C:7]([O:9][CH2:10][CH3:11])=[O:8])=[CH:5][N:6]=2)[CH:23]=[CH:22][CH:21]=[CH:20][CH:19]=1. The yield is 0.460.